From a dataset of Reaction yield outcomes from USPTO patents with 853,638 reactions. Predict the reaction yield, written as a fraction of the theoretical maximum amount of product (1.0 means a 100% yield; for example, 0.34 means a 34% yield). (1) The reactants are [Br:1][C:2]1[CH:7]=[CH:6][C:5]([NH:8][C:9]2[C:10]([C:18](O)=O)=[CH:11][N:12]([CH3:17])[C:13](=[O:16])[C:14]=2[F:15])=[C:4]([F:21])[CH:3]=1.CCN=C=NCCCN(C)C.C1C=CC2N(O)N=NC=2C=1.[NH2:43][NH:44][C:45]([NH2:47])=[S:46].CCN(CC)CC.C1C=CC(P(C2C=CC=CC=2)C2C=CC=CC=2)=CC=1.C(Cl)(Cl)(Cl)Cl. The catalyst is CN(C=O)C.[NH4+].[Cl-].C(OCC)(=O)C.CC#N.C(Cl)Cl. The product is [NH2:47][C:45]1[S:46][C:18]([C:10]2[C:9]([NH:8][C:5]3[CH:6]=[CH:7][C:2]([Br:1])=[CH:3][C:4]=3[F:21])=[C:14]([F:15])[C:13](=[O:16])[N:12]([CH3:17])[CH:11]=2)=[N:43][N:44]=1. The yield is 0.330. (2) The reactants are Br[CH2:2][C:3]1[CH:16]=[CH:15][C:6]([C:7]([C:9]2[CH:14]=[CH:13][CH:12]=[CH:11][CH:10]=2)=[O:8])=[CH:5][CH:4]=1.[CH2:17]([C:19]1[NH:20][C:21]2[C:22]([N:29]=1)=[N:23][C:24]([CH3:28])=[CH:25][C:26]=2[CH3:27])[CH3:18].O.[OH-].[Li+]. The catalyst is CN(C=O)C. The product is [CH2:17]([C:19]1[N:29]([CH2:2][C:3]2[CH:16]=[CH:15][C:6]([C:7]([C:9]3[CH:14]=[CH:13][CH:12]=[CH:11][CH:10]=3)=[O:8])=[CH:5][CH:4]=2)[C:22]2=[N:23][C:24]([CH3:28])=[CH:25][C:26]([CH3:27])=[C:21]2[N:20]=1)[CH3:18]. The yield is 0.790. (3) The reactants are [F:1][C:2]1[CH:26]=[CH:25][CH:24]=[C:23]([F:27])[C:3]=1[C:4]([NH:6][C:7]1[C:8]([C:12]2[NH:16][C:15]3[CH:17]=[CH:18][C:19]([CH2:21][OH:22])=[CH:20][C:14]=3[N:13]=2)=[N:9][NH:10][CH:11]=1)=[O:5]. The catalyst is C(Cl)Cl.CO.O=[Mn]=O. The product is [F:1][C:2]1[CH:26]=[CH:25][CH:24]=[C:23]([F:27])[C:3]=1[C:4]([NH:6][C:7]1[C:8]([C:12]2[NH:16][C:15]3[CH:17]=[CH:18][C:19]([CH:21]=[O:22])=[CH:20][C:14]=3[N:13]=2)=[N:9][NH:10][CH:11]=1)=[O:5]. The yield is 0.480. (4) The reactants are CC1C=CC(S(O[CH2:12][C@@H:13]([NH:21][C:22]([O:24][C:25]([CH3:28])([CH3:27])[CH3:26])=[O:23])[CH2:14][C@H:15]2[CH2:20][CH2:19][CH2:18][O:17][CH2:16]2)(=O)=O)=CC=1.[N-:29]=[N+:30]=[N-:31].[Na+]. The catalyst is CN(C=O)C.CCOC(C)=O. The product is [N:29]([CH2:12][C@@H:13]([NH:21][C:22](=[O:23])[O:24][C:25]([CH3:28])([CH3:27])[CH3:26])[CH2:14][C@H:15]1[CH2:20][CH2:19][CH2:18][O:17][CH2:16]1)=[N+:30]=[N-:31]. The yield is 0.640.